This data is from PAMPA (Parallel Artificial Membrane Permeability Assay) permeability data from NCATS. The task is: Regression/Classification. Given a drug SMILES string, predict its absorption, distribution, metabolism, or excretion properties. Task type varies by dataset: regression for continuous measurements (e.g., permeability, clearance, half-life) or binary classification for categorical outcomes (e.g., BBB penetration, CYP inhibition). Dataset: pampa_ncats. (1) The compound is CC1=CC(=C(N1C2=CC=C(C=C2)OC)C)C3=NN=C4N3CCCCC4. The result is 1 (high permeability). (2) The compound is CCCCCCCC1=C(N=C(NC1=O)N2CCOCC2)C. The result is 1 (high permeability). (3) The molecule is CC1=CC=C(C=C1)S(=O)(=O)NC2=CC(=C(C=C2C(=O)NC3=NC(=CS3)C4=CC=CC=C4)OC)OC. The result is 1 (high permeability). (4) The drug is C1=CC(=CC(=C1)O)CNC2=CC=C(C=C2)S(=O)(=O)NC3=NC=CS3. The result is 0 (low-to-moderate permeability). (5) The compound is CC1=NN(C2=C1C(=C(C(=N2)N)C#N)C3=CC(=C(C=C3)O)OC)C4=CC=C(C=C4)F. The result is 1 (high permeability).